Dataset: Forward reaction prediction with 1.9M reactions from USPTO patents (1976-2016). Task: Predict the product of the given reaction. (1) Given the reactants Br[C:2]1[CH:3]=[C:4]([N:8]2[CH2:16][CH:15]3[CH2:17][N:11]4[CH2:12][CH:13]([CH2:18][CH:9]2[CH2:10]4)[CH2:14]3)[CH:5]=[N:6][CH:7]=1.[NH:19]1[C:27]2[C:22](=[CH:23][C:24](B(O)O)=[CH:25][CH:26]=2)[CH:21]=[CH:20]1, predict the reaction product. The product is: [NH:19]1[C:27]2[C:22](=[CH:23][C:24]([C:2]3[CH:3]=[C:4]([N:8]4[CH2:16][CH:15]5[CH2:17][N:11]6[CH2:12][CH:13]([CH2:18][CH:9]4[CH2:10]6)[CH2:14]5)[CH:5]=[N:6][CH:7]=3)=[CH:25][CH:26]=2)[CH:21]=[CH:20]1. (2) Given the reactants [ClH:1].[CH:2]1([C:5](=[O:32])[CH:6]([N:14]2[CH2:19][CH2:18][CH:17]([SH:20])/[C:16](=[CH:21]/[C:22]3[N:23]=[N:24][N:25]([CH2:27][C:28]([O:30]C)=[O:29])[N:26]=3)/[CH2:15]2)[C:7]2[CH:12]=[CH:11][CH:10]=[CH:9][C:8]=2[F:13])[CH2:4][CH2:3]1, predict the reaction product. The product is: [ClH:1].[C:28]([CH2:27][N:25]1[N:24]=[N:23][C:22](/[CH:21]=[C:16]2\[CH2:15][N:14]([CH:6]([C:7]3[CH:12]=[CH:11][CH:10]=[CH:9][C:8]=3[F:13])[C:5]([CH:2]3[CH2:3][CH2:4]3)=[O:32])[CH2:19][CH2:18][CH:17]\2[SH:20])=[N:26]1)([OH:30])=[O:29]. (3) Given the reactants C(OC([N:8]1[CH2:13][CH2:12][N:11]([CH2:14][CH2:15][O:16][CH3:17])[CH2:10][CH2:9]1)=O)(C)(C)C.[ClH:18].O1CCOCC1, predict the reaction product. The product is: [ClH:18].[CH3:17][O:16][CH2:15][CH2:14][N:11]1[CH2:12][CH2:13][NH:8][CH2:9][CH2:10]1. (4) Given the reactants [F:1][C@H:2]1[CH2:19][C@@:17]2([CH3:18])[C@@H:13]([CH2:14][CH2:15][C:16]2=[O:20])[C@H:12]2[C@H:3]1[C:4]1[CH:5]=[CH:6][C:7]([OH:29])=[CH:8][C:9]=1[CH2:10][C@H:11]2[CH2:21][CH2:22][CH2:23][CH2:24][CH2:25][CH2:26][NH:27][CH3:28].[F:30][C:31]([F:55])([C:51]([F:54])([F:53])[F:52])[CH2:32][CH2:33][CH2:34][CH2:35][CH2:36][CH2:37][CH2:38]CC1C=C(C)C=CC=1S([O-])(=O)=O.[C:56](=O)(O)[O-].[Na+], predict the reaction product. The product is: [F:1][C@H:2]1[CH2:19][C@@:17]2([CH3:18])[C@@H:13]([CH2:14][CH2:15][C:16]2=[O:20])[C@H:12]2[C@H:3]1[C:4]1[CH:5]=[CH:6][C:7]([OH:29])=[CH:8][C:9]=1[CH2:10][C@H:11]2[CH2:21][CH2:22][CH2:23][CH2:24][CH2:25][CH2:26][N:27]([CH3:56])[CH2:28][CH2:38][CH2:37][CH2:36][CH2:35][CH2:34][CH2:33][CH2:32][C:31]([F:30])([F:55])[C:51]([F:52])([F:53])[F:54].